Task: Predict the product of the given reaction.. Dataset: Forward reaction prediction with 1.9M reactions from USPTO patents (1976-2016) (1) Given the reactants [C:1]([C:5]1[CH:35]=[C:8]2[N:9]=[C:10]([CH3:34])[C:11]([CH:22]([CH2:27][C:28]3C=CC=C[CH:29]=3)[C:23]([O:25]C)=[O:24])=[C:12]([C:13]3[CH:21]=[C:20]4[C:16]([CH:17]=[CH:18][NH:19]4)=[CH:15][CH:14]=3)[N:7]2[N:6]=1)([CH3:4])([CH3:3])[CH3:2].[OH-].[Na+], predict the reaction product. The product is: [C:1]([C:5]1[CH:35]=[C:8]2[N:9]=[C:10]([CH3:34])[C:11]([CH:22]([CH2:27][CH2:28][CH3:29])[C:23]([OH:25])=[O:24])=[C:12]([C:13]3[CH:21]=[C:20]4[C:16]([CH:17]=[CH:18][NH:19]4)=[CH:15][CH:14]=3)[N:7]2[N:6]=1)([CH3:3])([CH3:4])[CH3:2]. (2) Given the reactants [CH3:1][O:2][C:3]1[CH:4]=[C:5]([CH2:11][C:12]([OH:14])=O)[CH:6]=[C:7]([O:9][CH3:10])[CH:8]=1.[Cl:15][C:16]1[CH:21]=[CH:20][C:19]([C:22]2[C:23]([NH2:31])=[N:24][N:25]3[CH:30]=[CH:29][CH:28]=[N:27][C:26]=23)=[CH:18][CH:17]=1, predict the reaction product. The product is: [Cl:15][C:16]1[CH:21]=[CH:20][C:19]([C:22]2[C:23]([NH:31][C:12](=[O:14])[CH2:11][C:5]3[CH:6]=[C:7]([O:9][CH3:10])[CH:8]=[C:3]([O:2][CH3:1])[CH:4]=3)=[N:24][N:25]3[CH:30]=[CH:29][CH:28]=[N:27][C:26]=23)=[CH:18][CH:17]=1. (3) Given the reactants [Cl:1][CH2:2][CH2:3][CH2:4][CH2:5][N:6]1[C:10]2[CH:11]=[C:12]([C:25]([OH:27])=O)[C:13]([NH:16][C:17]3[CH:22]=[CH:21][C:20]([I:23])=[CH:19][C:18]=3[Cl:24])=[C:14]([F:15])[C:9]=2[N:8]=[CH:7]1.C(N(CC)CC)C.C1C=CC2N(O)N=NC=2C=1.[CH:45]([O:47][CH2:48][CH2:49][O:50][NH2:51])=[CH2:46].CCN=C=NCCCN(C)C, predict the reaction product. The product is: [CH:45]([O:47][CH2:48][CH2:49][O:50][NH:51][C:25]([C:12]1[C:13]([NH:16][C:17]2[CH:22]=[CH:21][C:20]([I:23])=[CH:19][C:18]=2[Cl:24])=[C:14]([F:15])[C:9]2[N:8]=[CH:7][N:6]([CH2:5][CH2:4][CH2:3][CH2:2][Cl:1])[C:10]=2[CH:11]=1)=[O:27])=[CH2:46]. (4) The product is: [Br:1][C:2]1[CH:3]=[CH:4][C:5]([Cl:11])=[C:6]([CH:10]=1)[C:7]([C:21]1[CH:22]=[CH:23][C:18]([O:24][CH3:25])=[CH:19][CH:20]=1)=[O:9]. Given the reactants [Br:1][C:2]1[CH:3]=[CH:4][C:5]([Cl:11])=[C:6]([CH:10]=1)[C:7]([OH:9])=O.C(Cl)(=O)C(Cl)=O.[C:18]1([O:24][CH3:25])[CH:23]=[CH:22][CH:21]=[CH:20][CH:19]=1.[Al+3].[Cl-].[Cl-].[Cl-], predict the reaction product. (5) Given the reactants [CH2:1]([O:8][C:9]([N:11]1[CH:15]2[CH2:16][CH2:17][C:12]1([C:18]([OH:20])=O)[CH2:13][CH2:14]2)=[O:10])[C:2]1[CH:7]=[CH:6][CH:5]=[CH:4][CH:3]=1.[N:21]1C=CC=CC=1.CC(OC(OC(OC(C)(C)C)=O)=O)(C)C.C(=O)(O)[O-].[NH4+], predict the reaction product. The product is: [NH2:21][C:18]([C:12]12[N:11]([C:9]([O:8][CH2:1][C:2]3[CH:7]=[CH:6][CH:5]=[CH:4][CH:3]=3)=[O:10])[CH:15]([CH2:16][CH2:17]1)[CH2:14][CH2:13]2)=[O:20]. (6) Given the reactants C(OC([C@H:8]1[NH:13][C:12]([CH3:18])([C:14]([NH:16][NH2:17])=[O:15])[CH2:11][C:10](=[O:19])[N:9]1[CH3:20])=O)(C)(C)C.CC[N:23](CC)CC.[C:28]([C:30]1[CH:31]=[C:32]([CH:36]=[CH:37][CH:38]=1)[C:33](Cl)=O)#[N:29], predict the reaction product. The product is: [NH:23]=[C:8]1[NH:13][C@@:12]([C:14]2[O:15][C:33]([C:32]3[CH:31]=[C:30]([CH:38]=[CH:37][CH:36]=3)[C:28]#[N:29])=[N:17][N:16]=2)([CH3:18])[CH2:11][C:10](=[O:19])[N:9]1[CH3:20]. (7) Given the reactants [C:1]12([SH:11])[CH2:10][CH:5]3[CH2:6][CH:7]([CH2:9][CH:3]([CH2:4]3)[CH2:2]1)[CH2:8]2.[H-].[Na+].[Br:14][C:15]1[CH:22]=[CH:21][CH:20]=[C:19](F)[C:16]=1[C:17]#[N:18].C(OCC)C, predict the reaction product. The product is: [C:1]12([S:11][C:19]3[CH:20]=[CH:21][CH:22]=[C:15]([Br:14])[C:16]=3[C:17]#[N:18])[CH2:8][CH:7]3[CH2:6][CH:5]([CH2:4][CH:3]([CH2:9]3)[CH2:2]1)[CH2:10]2. (8) Given the reactants Br[C:2]1[CH:7]=[CH:6][N:5]=[CH:4][C:3]=1[N:8]([CH3:25])[C:9](=[O:24])[C:10]1[CH:15]=[C:14]([C:16]([F:19])([F:18])[F:17])[CH:13]=[C:12]([C:20]([F:23])([F:22])[F:21])[CH:11]=1.[CH3:26][O:27][C:28]1[C:33](B(O)O)=[CH:32][CH:31]=[CH:30][N:29]=1, predict the reaction product. The product is: [CH3:26][O:27][C:28]1[C:33]([C:2]2[CH:7]=[CH:6][N:5]=[CH:4][C:3]=2[N:8]([CH3:25])[C:9](=[O:24])[C:10]2[CH:15]=[C:14]([C:16]([F:19])([F:18])[F:17])[CH:13]=[C:12]([C:20]([F:23])([F:22])[F:21])[CH:11]=2)=[CH:32][CH:31]=[CH:30][N:29]=1. (9) Given the reactants C(OC([N:8]1[CH2:13][CH2:12][N:11]([C:14]2[N:22]([C:23]3[CH:28]=[CH:27][CH:26]=[CH:25][C:24]=3[Cl:29])[C:21]3[C:20](=[O:30])[N:19]([CH3:31])[C:18](=[O:32])[N:17]([CH3:33])[C:16]=3[N:15]=2)[CH2:10][CH2:9]1)=O)(C)(C)C, predict the reaction product. The product is: [Cl:29][C:24]1[CH:25]=[CH:26][CH:27]=[CH:28][C:23]=1[N:22]1[C:21]2[C:20](=[O:30])[N:19]([CH3:31])[C:18](=[O:32])[N:17]([CH3:33])[C:16]=2[N:15]=[C:14]1[N:11]1[CH2:10][CH2:9][NH:8][CH2:13][CH2:12]1. (10) Given the reactants [Cl:1][C:2]1[N:7]=[C:6]([NH:8][C:9](=[O:11])[CH3:10])[CH:5]=[C:4](Cl)[N:3]=1.[CH2:13]([O:15][C:16]1[CH:17]=[C:18]([CH:27]=[CH:28][C:29]=1[O:30][CH3:31])[CH2:19][N:20]1[CH2:25][CH2:24][CH:23]([NH2:26])[CH2:22][CH2:21]1)[CH3:14], predict the reaction product. The product is: [Cl:1][C:2]1[N:7]=[C:6]([NH:8][C:9](=[O:11])[CH3:10])[CH:5]=[C:4]([NH:26][CH:23]2[CH2:24][CH2:25][N:20]([CH2:19][C:18]3[CH:27]=[CH:28][C:29]([O:30][CH3:31])=[C:16]([O:15][CH2:13][CH3:14])[CH:17]=3)[CH2:21][CH2:22]2)[N:3]=1.